From a dataset of Full USPTO retrosynthesis dataset with 1.9M reactions from patents (1976-2016). Predict the reactants needed to synthesize the given product. The reactants are: [P:1]([O-:43])([O-:42])([O:3][C:4](C(C)(C)C)(C(C)(C)C)[N:5]1[CH:10]=[CH:9][C:8]([NH:11][C:12](=[O:32])[C:13]2[CH:18]=[CH:17][C:16]([C:19]([F:22])([F:21])[F:20])=[CH:15][C:14]=2[O:23][C:24]2[CH:29]=[CH:28][C:27]([F:30])=[CH:26][C:25]=2[CH3:31])=[CH:7][C:6]1=[O:33])=[O:2].O. Given the product [P:1]([OH:43])([OH:42])([O:3][CH2:4][N:5]1[CH:10]=[CH:9][C:8]([NH:11][C:12](=[O:32])[C:13]2[CH:18]=[CH:17][C:16]([C:19]([F:20])([F:22])[F:21])=[CH:15][C:14]=2[O:23][C:24]2[CH:29]=[CH:28][C:27]([F:30])=[CH:26][C:25]=2[CH3:31])=[CH:7][C:6]1=[O:33])=[O:2], predict the reactants needed to synthesize it.